Dataset: Full USPTO retrosynthesis dataset with 1.9M reactions from patents (1976-2016). Task: Predict the reactants needed to synthesize the given product. (1) Given the product [O:4]=[C:3]([CH3:5])[CH:2]([C:16]1[CH:15]=[CH:14][C:13]2[C:18](=[CH:19][CH:20]=[CH:21][C:12]=2[CH2:9][CH:10]=[CH2:11])[N:17]=1)[C:1]([O:7][CH3:8])=[O:6], predict the reactants needed to synthesize it. The reactants are: [C:1]([O:7][CH3:8])(=[O:6])[CH2:2][C:3]([CH3:5])=[O:4].[CH2:9]([C:12]1[CH:21]=[CH:20][CH:19]=[C:18]2[C:13]=1[CH:14]=[CH:15][CH:16]=[N+:17]2[O-])[CH:10]=[CH2:11]. (2) Given the product [NH2:22][C:17]1[CH:18]=[CH:19][CH:20]=[CH:21][C:16]=1[NH:15][C:13](=[O:14])[C:12]1[CH:11]=[CH:10][C:9]([C:6]2[C:5]([CH3:32])=[CH:4][C:3]([CH2:1][N:39]3[CH2:40][CH2:41][N:36]([CH:33]([CH3:35])[CH3:34])[CH2:37][CH2:38]3)=[CH:8][N:7]=2)=[CH:31][CH:30]=1, predict the reactants needed to synthesize it. The reactants are: [CH:1]([C:3]1[CH:4]=[C:5]([CH3:32])[C:6]([C:9]2[CH:31]=[CH:30][C:12]([C:13]([NH:15][C:16]3[CH:21]=[CH:20][CH:19]=[CH:18][C:17]=3[NH:22]C(=O)OC(C)(C)C)=[O:14])=[CH:11][CH:10]=2)=[N:7][CH:8]=1)=O.[CH:33]([N:36]1[CH2:41][CH2:40][NH:39][CH2:38][CH2:37]1)([CH3:35])[CH3:34].C(O)(=O)C.C(O[BH-](OC(=O)C)OC(=O)C)(=O)C.[Na+].